From a dataset of Full USPTO retrosynthesis dataset with 1.9M reactions from patents (1976-2016). Predict the reactants needed to synthesize the given product. (1) The reactants are: [CH3:1][C:2]([C:8]1[CH:9]=[C:10]2[C:15](=[C:16]([C:18]3[CH:19]=[C:20]([CH:23]=[CH:24][CH:25]=3)[CH:21]=O)[CH:17]=1)[N:14]=[CH:13][CH:12]=[CH:11]2)([S:4]([CH3:7])(=[O:6])=[O:5])[CH3:3].[CH3:26][S:27]([C:30]1[CH:35]=[CH:34][C:33]([CH2:36][C:37]([OH:39])=[O:38])=[CH:32][CH:31]=1)(=[O:29])=[O:28].N1CCCCC1.C(Cl)Cl.CCOC(C)=O.CC(O)=O. Given the product [CH3:3][C:2]([C:8]1[CH:9]=[C:10]2[C:15](=[C:16]([C:18]3[CH:19]=[C:20](/[CH:21]=[C:36](\[C:33]4[CH:32]=[CH:31][C:30]([S:27]([CH3:26])(=[O:28])=[O:29])=[CH:35][CH:34]=4)/[C:37]([OH:39])=[O:38])[CH:23]=[CH:24][CH:25]=3)[CH:17]=1)[N:14]=[CH:13][CH:12]=[CH:11]2)([S:4]([CH3:7])(=[O:6])=[O:5])[CH3:1], predict the reactants needed to synthesize it. (2) Given the product [CH3:1][CH:2]([CH3:28])[CH:3]([NH:15][C:16]([CH:18]1[CH2:24][CH2:23][CH:22]([CH2:25][CH2:26][CH3:27])[CH2:21][CH2:20][N:19]1[CH:32]1[CH2:34][CH2:33]1)=[O:17])[CH:4]1[CH:9]([OH:10])[CH:8]([OH:11])[CH:7]([OH:12])[CH:6]([S:13][CH3:14])[O:5]1, predict the reactants needed to synthesize it. The reactants are: [CH3:1][CH:2]([CH3:28])[CH:3]([NH:15][C:16]([CH:18]1[CH2:24][CH2:23][CH:22]([CH2:25][CH2:26][CH3:27])[CH2:21][CH2:20][NH:19]1)=[O:17])[CH:4]1[CH:9]([OH:10])[CH:8]([OH:11])[CH:7]([OH:12])[CH:6]([S:13][CH3:14])[O:5]1.C(O[C:32]1(O[Si](C)(C)C)[CH2:34][CH2:33]1)C.C([BH3-])#N.[Na+]. (3) The reactants are: S(Cl)([Cl:3])=O.[NH2:5][C@H:6]1[CH2:10][CH2:9][CH2:8][C@H:7]1[C:11]([OH:13])=[O:12].[CH3:14]O. Given the product [ClH:3].[NH2:5][C@H:6]1[CH2:10][CH2:9][CH2:8][C@H:7]1[C:11]([O:13][CH3:14])=[O:12], predict the reactants needed to synthesize it. (4) Given the product [OH:8][C:6]1[CH:7]=[C:2]2[C:3]([C:9](=[O:19])[C:10]([C:11]3[CH:16]=[CH:15][CH:14]=[CH:13][C:12]=3[O:17][CH3:18])=[CH:20][O:1]2)=[CH:4][CH:5]=1, predict the reactants needed to synthesize it. The reactants are: [OH:1][C:2]1[CH:7]=[C:6]([OH:8])[CH:5]=[CH:4][C:3]=1[C:9](=[O:19])[CH2:10][C:11]1[CH:16]=[CH:15][CH:14]=[CH:13][C:12]=1[O:17][CH3:18].[C:20]1(C)C=C(C)C=C(C)C=1Cl. (5) Given the product [F:15][C:16]1[CH:21]=[CH:20][CH:19]=[CH:18][C:17]=1[NH:22][N:23]=[C:5]([CH3:14])[CH2:6][C:7]([O:9][C:10]([CH3:13])([CH3:12])[CH3:11])=[O:8], predict the reactants needed to synthesize it. The reactants are: C(O)C.O=[C:5]([CH3:14])[CH2:6][C:7]([O:9][C:10]([CH3:13])([CH3:12])[CH3:11])=[O:8].[F:15][C:16]1[CH:21]=[CH:20][CH:19]=[CH:18][C:17]=1[NH:22][NH2:23]. (6) Given the product [C:1]([O:5][C:6](=[O:22])[NH:7][C:8]1[CH:13]=[C:12]([N:14]([CH3:16])[CH3:15])[C:11]([C:17]([F:20])([F:19])[F:18])=[CH:10][C:9]=1[NH:21][C:28](=[O:27])[CH2:29][C:30](=[O:50])[C:31]1[CH:36]=[CH:35][CH:34]=[C:33]([C:37]2[O:41][N:40]=[C:39]([CH2:42][O:43][CH:44]3[CH2:49][CH2:48][CH2:47][CH2:46][O:45]3)[CH:38]=2)[CH:32]=1)([CH3:4])([CH3:2])[CH3:3], predict the reactants needed to synthesize it. The reactants are: [C:1]([O:5][C:6](=[O:22])[NH:7][C:8]1[CH:13]=[C:12]([N:14]([CH3:16])[CH3:15])[C:11]([C:17]([F:20])([F:19])[F:18])=[CH:10][C:9]=1[NH2:21])([CH3:4])([CH3:3])[CH3:2].C([O:27][C:28](=O)[CH2:29][C:30](=[O:50])[C:31]1[CH:36]=[CH:35][CH:34]=[C:33]([C:37]2[O:41][N:40]=[C:39]([CH2:42][O:43][CH:44]3[CH2:49][CH2:48][CH2:47][CH2:46][O:45]3)[CH:38]=2)[CH:32]=1)(C)(C)C.